The task is: Regression. Given two drug SMILES strings and cell line genomic features, predict the synergy score measuring deviation from expected non-interaction effect.. This data is from NCI-60 drug combinations with 297,098 pairs across 59 cell lines. (1) Drug 1: CC1C(C(CC(O1)OC2CC(CC3=C2C(=C4C(=C3O)C(=O)C5=C(C4=O)C(=CC=C5)OC)O)(C(=O)C)O)N)O.Cl. Drug 2: CC1=C2C(C(=O)C3(C(CC4C(C3C(C(C2(C)C)(CC1OC(=O)C(C(C5=CC=CC=C5)NC(=O)C6=CC=CC=C6)O)O)OC(=O)C7=CC=CC=C7)(CO4)OC(=O)C)O)C)OC(=O)C. Cell line: SN12C. Synergy scores: CSS=49.5, Synergy_ZIP=-12.1, Synergy_Bliss=-4.71, Synergy_Loewe=-7.60, Synergy_HSA=-2.32. (2) Drug 2: CC1=C(C=C(C=C1)C(=O)NC2=CC(=CC(=C2)C(F)(F)F)N3C=C(N=C3)C)NC4=NC=CC(=N4)C5=CN=CC=C5. Synergy scores: CSS=29.2, Synergy_ZIP=5.08, Synergy_Bliss=4.53, Synergy_Loewe=-13.1, Synergy_HSA=2.66. Cell line: OVCAR3. Drug 1: C1=CC(=C2C(=C1NCCNCCO)C(=O)C3=C(C=CC(=C3C2=O)O)O)NCCNCCO. (3) Drug 1: CN1C2=C(C=C(C=C2)N(CCCl)CCCl)N=C1CCCC(=O)O.Cl. Drug 2: C1CCC(C(C1)N)N.C(=O)(C(=O)[O-])[O-].[Pt+4]. Cell line: SN12C. Synergy scores: CSS=25.9, Synergy_ZIP=-2.05, Synergy_Bliss=7.73, Synergy_Loewe=-9.92, Synergy_HSA=4.58. (4) Drug 1: CC(C1=C(C=CC(=C1Cl)F)Cl)OC2=C(N=CC(=C2)C3=CN(N=C3)C4CCNCC4)N. Drug 2: CCCCCOC(=O)NC1=NC(=O)N(C=C1F)C2C(C(C(O2)C)O)O. Cell line: KM12. Synergy scores: CSS=31.9, Synergy_ZIP=-1.80, Synergy_Bliss=-3.37, Synergy_Loewe=-35.5, Synergy_HSA=-3.16. (5) Drug 1: C1CN(P(=O)(OC1)NCCCl)CCCl. Drug 2: CCC1(C2=C(COC1=O)C(=O)N3CC4=CC5=C(C=CC(=C5CN(C)C)O)N=C4C3=C2)O.Cl. Cell line: NCI-H322M. Synergy scores: CSS=-1.65, Synergy_ZIP=0.401, Synergy_Bliss=-1.26, Synergy_Loewe=-9.12, Synergy_HSA=-4.51. (6) Drug 1: CCN(CC)CCNC(=O)C1=C(NC(=C1C)C=C2C3=C(C=CC(=C3)F)NC2=O)C. Drug 2: CN(C(=O)NC(C=O)C(C(C(CO)O)O)O)N=O. Cell line: SNB-19. Synergy scores: CSS=-1.77, Synergy_ZIP=2.78, Synergy_Bliss=-4.86, Synergy_Loewe=-6.94, Synergy_HSA=-6.94. (7) Drug 1: CCC(=C(C1=CC=CC=C1)C2=CC=C(C=C2)OCCN(C)C)C3=CC=CC=C3.C(C(=O)O)C(CC(=O)O)(C(=O)O)O. Drug 2: CC1=C(C(=O)C2=C(C1=O)N3CC4C(C3(C2COC(=O)N)OC)N4)N. Cell line: U251. Synergy scores: CSS=29.9, Synergy_ZIP=0.326, Synergy_Bliss=-3.20, Synergy_Loewe=-26.6, Synergy_HSA=-3.76.